Dataset: Full USPTO retrosynthesis dataset with 1.9M reactions from patents (1976-2016). Task: Predict the reactants needed to synthesize the given product. (1) Given the product [SH:12][C:10]1[S:11][C:7]2[CH:6]=[C:5]([N:4]([CH2:3][CH:2]([CH3:15])[CH3:1])[C:26](=[O:27])[O:28][CH:29]([CH3:31])[CH3:30])[CH:14]=[CH:13][C:8]=2[N:9]=1, predict the reactants needed to synthesize it. The reactants are: [CH3:1][CH:2]([CH3:15])[CH2:3][NH:4][C:5]1[CH:14]=[CH:13][C:8]2[N:9]=[C:10]([SH:12])[S:11][C:7]=2[CH:6]=1.C(N(CC)C(C)C)(C)C.Cl[C:26]([O:28][CH:29]([CH3:31])[CH3:30])=[O:27]. (2) Given the product [NH2:1][C:4]1[CH:5]=[CH:6][C:7]([N:10]2[CH2:14][CH2:13][C@@H:12]([NH:15][C:16](=[O:18])[CH3:17])[CH2:11]2)=[CH:8][CH:9]=1, predict the reactants needed to synthesize it. The reactants are: [N+:1]([C:4]1[CH:9]=[CH:8][C:7]([N:10]2[CH2:14][CH2:13][C@@H:12]([NH:15][C:16](=[O:18])[CH3:17])[CH2:11]2)=[CH:6][CH:5]=1)([O-])=O.